Dataset: Full USPTO retrosynthesis dataset with 1.9M reactions from patents (1976-2016). Task: Predict the reactants needed to synthesize the given product. (1) Given the product [CH2:17]([N:24]1[CH2:28][C@H:27]2[C@@H:29]([NH:32][C:14](=[O:16])[C@@H:9]([N:8]([CH3:33])[C:6](=[O:7])[O:5][C:1]([CH3:2])([CH3:3])[CH3:4])[CH2:10][CH2:11][CH3:13])[CH2:30][CH2:31][C@H:26]2[CH2:25]1)[C:18]1[CH:19]=[CH:20][CH:21]=[CH:22][CH:23]=1, predict the reactants needed to synthesize it. The reactants are: [C:1]([O:5][C:6]([NH:8][C@H:9]([C:14]([OH:16])=O)[CH2:10][CH:11]([CH3:13])C)=[O:7])([CH3:4])([CH3:3])[CH3:2].[CH2:17]([N:24]1[CH2:28][C@H:27]2[C@@H:29]([NH2:32])[CH2:30][CH2:31][C@H:26]2[CH2:25]1)[C:18]1[CH:23]=[CH:22][CH:21]=[CH:20][CH:19]=1.[CH2:33](N1C[C@@H]2[C@@H](N)CC[C@@H]2C1)C1C=CC=CC=1. (2) Given the product [CH3:1][O:2][C:3]1[N:8]=[C:7]2[C:9]([C:13]3[NH:32][C:16]4=[N:17][CH:18]=[CH:19][C:20]([CH2:21][NH:22][CH2:23][CH2:24][CH2:25][N:26]5[CH2:31][CH2:30][CH2:29][CH2:28][CH2:27]5)=[C:15]4[CH:14]=3)=[CH:10][N:11]([CH3:12])[C:6]2=[CH:5][C:4]=1[O:43][CH3:44], predict the reactants needed to synthesize it. The reactants are: [CH3:1][O:2][C:3]1[N:8]=[C:7]2[C:9]([C:13]3[N:32](S(C4C=CC(C)=CC=4)(=O)=O)[C:16]4=[N:17][CH:18]=[CH:19][C:20]([CH2:21][NH:22][CH2:23][CH2:24][CH2:25][N:26]5[CH2:31][CH2:30][CH2:29][CH2:28][CH2:27]5)=[C:15]4[CH:14]=3)=[CH:10][N:11]([CH3:12])[C:6]2=[CH:5][C:4]=1[O:43][CH3:44].[OH-].[K+]. (3) Given the product [C:1]([C:4]1[CH:5]=[CH:6][C:7]([NH:10][C:11](=[S:14])[NH:12][N:13]=[CH:19][C:18]2[CH:21]=[CH:22][CH:23]=[C:24]([C:25]3[CH:26]=[CH:27][C:28]([CH3:31])=[CH:29][CH:30]=3)[C:17]=2[O:16][CH3:15])=[CH:8][CH:9]=1)([OH:3])=[O:2], predict the reactants needed to synthesize it. The reactants are: [C:1]([C:4]1[CH:9]=[CH:8][C:7]([NH:10][C:11](=[S:14])[NH:12][NH2:13])=[CH:6][CH:5]=1)([OH:3])=[O:2].[CH3:15][O:16][C:17]1[C:24]([C:25]2[CH:30]=[CH:29][C:28]([CH3:31])=[CH:27][CH:26]=2)=[CH:23][CH:22]=[CH:21][C:18]=1[CH:19]=O.S(NN)(C1C=CC(C)=CC=1)(=O)=O. (4) Given the product [Br:1][C:2]1[C:7]([F:8])=[CH:6][C:5]([F:9])=[C:4]([N+:16]([O-:18])=[O:17])[C:3]=1[F:10], predict the reactants needed to synthesize it. The reactants are: [Br:1][C:2]1[C:7]([F:8])=[CH:6][C:5]([F:9])=[CH:4][C:3]=1[F:10].OS(O)(=O)=O.[N+:16]([O-])([OH:18])=[O:17]. (5) Given the product [O:1]([C:8]1[CH:9]=[CH:10][C:11]([NH:14][C:22](=[O:24])[CH3:23])=[CH:12][CH:13]=1)[C:2]1[CH:7]=[CH:6][CH:5]=[CH:4][CH:3]=1, predict the reactants needed to synthesize it. The reactants are: [O:1]([C:8]1[CH:13]=[CH:12][C:11]([NH2:14])=[CH:10][CH:9]=1)[C:2]1[CH:7]=[CH:6][CH:5]=[CH:4][CH:3]=1.C(N(CC)CC)C.[C:22](Cl)(=[O:24])[CH3:23].O. (6) Given the product [CH2:1]([N:3]1[CH:7]=[C:6]([C:8]2[CH:13]=[CH:12][N:11]=[C:10]3[N:14]([S:25]([C:28]4[CH:29]=[CH:30][CH:31]=[CH:32][CH:33]=4)(=[O:27])=[O:26])[C:15]([C:17]4[CH:18]=[CH:19][C:20]([CH2:21][N:43]5[CH2:47][CH2:46][CH2:45][CH2:44]5)=[CH:23][CH:24]=4)=[CH:16][C:9]=23)[C:5]([C:34]2[CH:35]=[CH:36][C:37]([N+:40]([O-:42])=[O:41])=[CH:38][CH:39]=2)=[N:4]1)[CH3:2], predict the reactants needed to synthesize it. The reactants are: [CH2:1]([N:3]1[CH:7]=[C:6]([C:8]2[CH:13]=[CH:12][N:11]=[C:10]3[N:14]([S:25]([C:28]4[CH:33]=[CH:32][CH:31]=[CH:30][CH:29]=4)(=[O:27])=[O:26])[C:15]([C:17]4[CH:24]=[CH:23][C:20]([CH:21]=O)=[CH:19][CH:18]=4)=[CH:16][C:9]=23)[C:5]([C:34]2[CH:39]=[CH:38][C:37]([N+:40]([O-:42])=[O:41])=[CH:36][CH:35]=2)=[N:4]1)[CH3:2].[NH:43]1[CH2:47][CH2:46][CH2:45][CH2:44]1.C(O[BH-](OC(=O)C)OC(=O)C)(=O)C.[Na+]. (7) Given the product [Cl:1][C:2]1[C:7]([C:8]2[CH:13]=[CH:12][CH:11]=[C:10]([CH2:14][CH3:15])[CH:9]=2)=[C:6]([C@:16]([C@@H:22]2[O:27][CH2:26][CH2:25][N:24]([C:42]([C@H:38]3[CH2:37][C@@H:36]([NH:35][C:33](=[O:34])[O:32][C:28]([CH3:29])([CH3:31])[CH3:30])[C@@H:40]([OH:41])[CH2:39]3)=[O:43])[CH2:23]2)([OH:21])[CH2:17][CH2:18][CH:19]=[CH2:20])[CH:5]=[CH:4][CH:3]=1, predict the reactants needed to synthesize it. The reactants are: [Cl:1][C:2]1[C:7]([C:8]2[CH:13]=[CH:12][CH:11]=[C:10]([CH2:14][CH3:15])[CH:9]=2)=[C:6]([C@:16]([C@@H:22]2[O:27][CH2:26][CH2:25][NH:24][CH2:23]2)([OH:21])[CH2:17][CH2:18][CH:19]=[CH2:20])[CH:5]=[CH:4][CH:3]=1.[C:28]([O:32][C:33]([NH:35][C@H:36]1[C@@H:40]([OH:41])[CH2:39][C@@H:38]([C:42](O)=[O:43])[CH2:37]1)=[O:34])([CH3:31])([CH3:30])[CH3:29].CCN(C(C)C)C(C)C.CN(C(ON1N=NC2C=CC=CC1=2)=[N+](C)C)C.F[P-](F)(F)(F)(F)F.